Dataset: Experimentally validated miRNA-target interactions with 360,000+ pairs, plus equal number of negative samples. Task: Binary Classification. Given a miRNA mature sequence and a target amino acid sequence, predict their likelihood of interaction. (1) The miRNA is hsa-miR-342-3p with sequence UCUCACACAGAAAUCGCACCCGU. The protein sequence of the target gene is MSTRESFNPESYELDKSFRLTRFTELKGTGCKVPQDVLQKLLESLQENHFQEDEQFLGAVMPRLGIGMDTCVIPLRHGGLSLVQTTDYIYPIVDDPYMMGRIACANVLSDLYAMGVTECDNMLMLLGVSNKMTDRERDKVMPLIIQGFKDAAEEAGTSVTGGQTVLNPWIVLGGVATTVCQPNEFIMPDNAVPGDVLVLTKPLGTQVAVAVHQWLDIPEKWNKIKLVVTQEDVELAYQEAMMNMARLNRTAAGLMHTFNAHAATDITGFGILGHAQNLAKQQRNEVSFVIHNLPVLAKMA.... Result: 1 (interaction). (2) The miRNA is mmu-miR-494-3p with sequence UGAAACAUACACGGGAAACCUC. The protein sequence of the target gene is MGNAPSHSSEDEAAAAGGEGWGPHQDWAAVSGTTPGPGVAAPALPPAAALLEPARLREAAAALLPTPPCESLVSRHRGALFRWLEERLGRGEESVTLEQFRELLEARGAGCSSEQFEEAFAQFDAEGDGTVDAENMLEALKNSSGANLQGELSHIIRQLQACSLVPGFTDIFSESKEGLDIHSSMILRFLHRNRLSSAVMPYPMLEHCNNMCTMRSSVLKESLDQLVQKEKESPGDLTRSPEMDKLKSVAKCYAYIETSSNSADIDKMTNGETSSYWQSDGSACSHWIRLKMKPDVVLRH.... Result: 0 (no interaction). (3) The miRNA is hsa-miR-520f-3p with sequence AAGUGCUUCCUUUUAGAGGGUU. The protein sequence of the target gene is MSRRALRRLRGEQRGQEPLGPDALKFVLLDDDDAEEEGPKPGLGGRRPGGAGKEGVRVNNRFELINTEDLEDDLVVNGERSDCTLPDSVSSGNKGRAKHGNAETKQDGGATKAGSSEQSNASGKLRKKKKKQKNKKSCTGESSENGLEDIDRILERIEDSSGFSHPGPPPLSSRKHVLYVEHRHLNPDTELKRYFGARAVLGEQRPRQRQRVYPKCTWLTTPKSTWPRYSKPGLSMRLLESKKGLSFFAFDHNEEYQQAQHKFLVAVESMEPNNIVVLLQTSPYHVDSLLQLSDACRFQE.... Result: 0 (no interaction). (4) The miRNA is hsa-miR-6501-5p with sequence AGUUGCCAGGGCUGCCUUUGGU. The protein sequence of the target gene is MPGVKLTTQAYCKMVLHGAKYPHCAVNGLLVAEKQKPRKEHLPLGGPGAHHTLFVDCIPLFHGTLALAPMLEVALTLIDSWCKDHSYVIAGYYQANERVKDASPNQVAEKVASRIAEGFSDTALIMVDNTKFTMDCVAPTIHVYEHHENRWRCRDPHHDYCEDWPEAQRISASLLDSRSYETLVDFDNHLDDIRNDWTNPEINKAVLHLC. Result: 0 (no interaction). (5) The miRNA is rno-miR-15b-5p with sequence UAGCAGCACAUCAUGGUUUACA. The protein sequence of the target gene is MAKLETLPVRADPGRDPLLAFAPRPSELGPPDPRLAMGSVGSGVAHAQEFAMKSVGTRTGGGGSQGSFPGPRGSGSGASRERPGRYPSEDKGLANSLYLNGELRGSDHTDVCGNVVGSSGGSSSSGGSDKAPPQYREPSHPPKLLATSGKLDQCSEPLVRPSAFKPVVPKNFHSMQNLCPPQTNGTPEGRQGPGGLKGGLDKSRTMTPAGGSGSGLSDSGRNSLTSLPTYSSSYSQHLAPLSASTSHINRIGTASYGSGSGGSSGGGSGYQDLGTSDSGRASSKSGSSSSMGRPGHLGSG.... Result: 0 (no interaction). (6) The miRNA is hsa-miR-548ah-5p with sequence AAAAGUGAUUGCAGUGUUUG. The protein sequence of the target gene is MGRASRSAVLRRALLLLLLLLLLRTTTTRALGPRISVPLGSEERLIRKFEAENISNYTALLLSQDGKTLYVGAREALFALNSNLSFLPGGEYQELLWSADADRKQQCSFKGKDPKRDCQNYIKILLPLNSSHLLTCGTAAFSPLCAYIHIASFTLAQDEAGNVILEDGKGRCPFDPNFKSTALVVDGELYTGTVSSFQGNDPAISRSQSSRPTKTESSLNWLQDPAFVASAYVPESLGSPIGDDDKIYFFFSETGQEFEFFENTIVSRVARVCKGDEGGERVLQQRWTSFLKAQLLCSRP.... Result: 0 (no interaction). (7) The miRNA is bmo-miR-281-3p with sequence ACUGUCAUGGAGUUGCUCUCUU. The protein sequence of the target gene is MPVLSTPRPSRVTTLKRTAVVLALTAYGVHKIYPLVRQCLTPARGPQVPAGEPTQEASGATATKAGMNRVFLQRLLALLRLLFPRVLCRETGLLALHSAALVSRTFLSVYVARLDGRLARCIVRKDPRAFSWQLLQWLLIALPATFINSAIRYLEGQLALSFRSRLVAHAYGLYFSQQTYYRVSNMDGRLRNPDQSLTEDVVAFAASVAHLYSNLTKPLLDVAVTSYTLLRAARSRGAGTAWPSAIAGLVVFLTANVLRAFSPKFGELVAEEARRKGELRYMHSRVVANSEEIAFYGGHE.... Result: 0 (no interaction).